Dataset: Reaction yield outcomes from USPTO patents with 853,638 reactions. Task: Predict the reaction yield, written as a fraction of the theoretical maximum amount of product (1.0 means a 100% yield; for example, 0.34 means a 34% yield). The reactants are [CH2:1]([C:4]1([CH2:9][CH2:10][OH:11])[O:8][CH2:7][CH2:6][O:5]1)[CH2:2][CH3:3].[H-].[Na+].Cl[C:15]1[CH:20]=[CH:19][N+:18]([O-:21])=[C:17]([CH3:22])[C:16]=1[CH3:23]. The catalyst is CS(C)=O. The product is [CH3:22][C:17]1[C:16]([CH3:23])=[C:15]([O:11][CH2:10][CH2:9][C:4]2([CH2:1][CH2:2][CH3:3])[O:8][CH2:7][CH2:6][O:5]2)[CH:20]=[CH:19][N+:18]=1[O-:21]. The yield is 0.582.